Predict the product of the given reaction. From a dataset of Forward reaction prediction with 1.9M reactions from USPTO patents (1976-2016). (1) The product is: [OH:1][C:2]1[C:10]2[N:9]=[C:8]([C:11]3[CH:12]=[CH:13][CH:14]=[CH:15][CH:16]=3)[NH:7][C:6]=2[C:5]([C:17]([NH:20][C@H:21]2[CH2:26][CH2:25][CH2:24][NH:23][CH2:22]2)=[O:19])=[CH:4][CH:3]=1. Given the reactants [OH:1][C:2]1[C:10]2[N:9]=[C:8]([C:11]3[CH:16]=[CH:15][CH:14]=[CH:13][CH:12]=3)[NH:7][C:6]=2[C:5]([C:17]([OH:19])=O)=[CH:4][CH:3]=1.[NH2:20][C@H:21]1[CH2:26][CH2:25][CH2:24][N:23](C(OC(C)(C)C)=O)[CH2:22]1, predict the reaction product. (2) Given the reactants [C:1]1([N:7]=[C:8]=[O:9])[CH:6]=[CH:5][CH:4]=[CH:3][CH:2]=1.[CH3:10][O:11][C:12]1[CH:13]=[CH:14][C:15]2[O:20][CH:19]([C:21]3[CH:26]=[CH:25][CH:24]=[CH:23][CH:22]=3)[CH2:18][N:17]([CH2:27][CH2:28][NH:29]C(=O)C3C=CC=CC=3)[C:16]=2[CH:38]=1.O.Cl, predict the reaction product. The product is: [CH3:10][O:11][C:12]1[CH:13]=[CH:14][C:15]2[O:20][CH:19]([C:21]3[CH:26]=[CH:25][CH:24]=[CH:23][CH:22]=3)[CH2:18][N:17]([CH2:27][CH2:28][NH:29][C:8]([NH:7][C:1]3[CH:6]=[CH:5][CH:4]=[CH:3][CH:2]=3)=[O:9])[C:16]=2[CH:38]=1. (3) The product is: [ClH:30].[CH:7]12[NH:6][CH:5]([CH2:9][CH2:8]1)[CH2:4][O:11][CH2:10]2. Given the reactants [H-].[Na+].O[CH2:4][CH:5]1[CH2:9][CH2:8][CH:7]([CH2:10][O:11]S(C2C=CC(C)=CC=2)(=O)=O)[N:6]1C(OC(C)(C)C)=O.[NH4+].[Cl-:30].Cl, predict the reaction product. (4) Given the reactants C([O:3][C:4](=[O:30])[CH2:5][N:6]1[CH2:12][CH:11]([C:13]2[CH:18]=[CH:17][CH:16]=[CH:15][C:14]=2[Br:19])[C:10]2[CH:20]=[C:21]([Cl:24])[CH:22]=[CH:23][C:9]=2[CH:8]([CH2:25][CH:26]([CH3:28])[CH3:27])[C:7]1=[O:29])C.[OH-].[Na+].Cl, predict the reaction product. The product is: [Br:19][C:14]1[CH:15]=[CH:16][CH:17]=[CH:18][C:13]=1[CH:11]1[CH2:12][N:6]([CH2:5][C:4]([OH:30])=[O:3])[C:7](=[O:29])[CH:8]([CH2:25][CH:26]([CH3:28])[CH3:27])[C:9]2[CH:23]=[CH:22][C:21]([Cl:24])=[CH:20][C:10]1=2. (5) Given the reactants [F:1][C:2]1[CH:9]=[CH:8][C:5]([CH:6]=O)=[CH:4][CH:3]=1.[C:10](Br)(Br)([Br:12])[Br:11].C1(P(C2C=CC=CC=2)C2C=CC=CC=2)C=CC=CC=1, predict the reaction product. The product is: [Br:11][C:10]([Br:12])=[CH:6][C:5]1[CH:8]=[CH:9][C:2]([F:1])=[CH:3][CH:4]=1. (6) The product is: [I:1][C:2]1[NH:6][C:5]([C@@H:7]2[CH2:11][CH2:10][CH2:9][NH:8]2)=[N:4][CH:3]=1. Given the reactants [I:1][C:2]1[NH:6][C:5]([C@@H:7]2[CH2:11][CH2:10][CH2:9][N:8]2C(OC(C)(C)C)=O)=[N:4][CH:3]=1.Cl.O1CCOCC1, predict the reaction product. (7) The product is: [ClH:1].[ClH:1].[ClH:1].[OH:4][CH:5]([CH:36]1[CH2:41][CH2:40][CH2:39][CH:38]([C:42]([F:44])([F:43])[F:45])[NH:37]1)[CH2:6][C@@H:7]1[CH2:12][NH:11][CH2:10][CH2:9][N:8]1[C:13]([C:15]1[N:16]=[CH:17][N:18]([C@@H:26]2[CH2:31][CH2:30][CH2:29][CH2:28][C@:27]2([CH2:33][O:34][CH3:35])[OH:32])[C:19]=1[C:20]1[CH:25]=[CH:24][CH:23]=[CH:22][CH:21]=1)=[O:14]. Given the reactants [ClH:1].Cl.Cl.[OH:4][CH:5]([C:36]1[CH:41]=[CH:40][CH:39]=[C:38]([C:42]([F:45])([F:44])[F:43])[N:37]=1)[CH2:6][C@@H:7]1[CH2:12][NH:11][CH2:10][CH2:9][N:8]1[C:13]([C:15]1[N:16]=[CH:17][N:18]([C@@H:26]2[CH2:31][CH2:30][CH2:29][CH2:28][C@:27]2([CH2:33][O:34][CH3:35])[OH:32])[C:19]=1[C:20]1[CH:25]=[CH:24][CH:23]=[CH:22][CH:21]=1)=[O:14], predict the reaction product. (8) Given the reactants C([C:4]1([OH:33])[CH2:9][CH2:8][C@H:7]2[C@H:10]3[C@H:19]([CH2:20][CH2:21][C@:5]12[CH3:6])[C:18]1[CH:17]=[C:16]([O:22][CH2:23][CH3:24])[C:15]([O:25][CH2:26][C:27]2[CH:32]=[CH:31][CH:30]=[CH:29][CH:28]=2)=[CH:14][C:13]=1[CH2:12][CH2:11]3)C=C.C1OCCOCCOCCOCCOCCOC1.[CH3:52][CH:53](O)[CH3:54].[NH4+].[Cl-], predict the reaction product. The product is: [CH2:54]([C@@H:8]1[C@H:7]2[C@H:10]3[C@H:19]([CH2:20][CH2:21][C@:5]2([CH3:6])[C:4](=[O:33])[CH2:9]1)[C:18]1[CH:17]=[C:16]([O:22][CH2:23][CH3:24])[C:15]([O:25][CH2:26][C:27]2[CH:28]=[CH:29][CH:30]=[CH:31][CH:32]=2)=[CH:14][C:13]=1[CH2:12][CH2:11]3)[CH:53]=[CH2:52].